From a dataset of Reaction yield outcomes from USPTO patents with 853,638 reactions. Predict the reaction yield, written as a fraction of the theoretical maximum amount of product (1.0 means a 100% yield; for example, 0.34 means a 34% yield). (1) The reactants are Cl.CO[C:4](=[O:17])[C@H:5]([CH2:7][C:8]1[C:16]2[C:11](=[CH:12][CH:13]=[CH:14][CH:15]=2)[NH:10][CH:9]=1)[NH2:6].C(N(CC)CC)C.[CH2:25]([N:27]=[C:28]=[O:29])[CH3:26].Cl. The catalyst is ClCCl.O1CCOCC1. The product is [CH2:25]([N:27]1[C:4](=[O:17])[CH:5]([CH2:7][C:8]2[C:16]3[C:11](=[CH:12][CH:13]=[CH:14][CH:15]=3)[NH:10][CH:9]=2)[NH:6][C:28]1=[O:29])[CH3:26]. The yield is 0.930. (2) The reactants are [C:1]1([N:7]2[C:11]([B:12]([OH:14])[OH:13])=[CH:10][CH:9]=[N:8]2)[CH:6]=[CH:5][CH:4]=[CH:3][CH:2]=1.O[C:16]([C:19](O)([CH3:21])[CH3:20])([CH3:18])[CH3:17]. The catalyst is C1(C)C=CC=CC=1. The product is [C:1]1([N:7]2[C:11]([B:12]3[O:13][C:19]([CH3:21])([CH3:20])[C:16]([CH3:18])([CH3:17])[O:14]3)=[CH:10][CH:9]=[N:8]2)[CH:2]=[CH:3][CH:4]=[CH:5][CH:6]=1. The yield is 0.640. (3) The yield is 0.290. The catalyst is COCCO. The reactants are Cl[C:2]1[N:7]=[C:6]([NH:8][C:9]2[CH:14]=[CH:13][CH:12]=[CH:11][C:10]=2[S:15]([CH:18]([CH3:20])[CH3:19])(=[O:17])=[O:16])[C:5]([CH3:21])=[CH:4][N:3]=1.[CH3:22][P:23]([C:26]1[CH:32]=[CH:31][C:29]([NH2:30])=[C:28]([O:33][CH3:34])[CH:27]=1)([CH3:25])=[O:24].Cl. The product is [CH3:25][P:23]([C:26]1[CH:32]=[CH:31][C:29]([NH:30][C:2]2[N:7]=[C:6]([NH:8][C:9]3[CH:14]=[CH:13][CH:12]=[CH:11][C:10]=3[S:15]([CH:18]([CH3:20])[CH3:19])(=[O:17])=[O:16])[C:5]([CH3:21])=[CH:4][N:3]=2)=[C:28]([O:33][CH3:34])[CH:27]=1)([CH3:22])=[O:24]. (4) The reactants are [NH2:1][C:2]1[CH:3]=[C:4]([CH:8]=[C:9]([N+:11]([O-:13])=[O:12])[CH:10]=1)[C:5]([OH:7])=[O:6].O=S(Cl)Cl.[CH3:18]O. No catalyst specified. The product is [CH3:18][O:6][C:5](=[O:7])[C:4]1[CH:8]=[C:9]([N+:11]([O-:13])=[O:12])[CH:10]=[C:2]([NH2:1])[CH:3]=1. The yield is 0.780. (5) The reactants are Cl[C:2]1[CH:3]=[CH:4][C:5]2[C:14]3[CH:13]=[C:12]4[CH2:15][CH2:16][CH2:17][C:18](=[O:19])[C:11]4=[CH:10][C:9]=3[O:8][CH2:7][C:6]=2[CH:20]=1.[CH:21]([B-](F)(F)F)=[CH2:22].[K+].COC1C=CC=C(OC)C=1C1C=CC=CC=1P(C1CCCCC1)C1CCCCC1.C([O-])([O-])=O.[K+].[K+]. The catalyst is CC([O-])=O.CC([O-])=O.[Pd+2].C(O)CC. The product is [CH:21]([C:2]1[CH:3]=[CH:4][C:5]2[C:14]3[CH:13]=[C:12]4[CH2:15][CH2:16][CH2:17][C:18](=[O:19])[C:11]4=[CH:10][C:9]=3[O:8][CH2:7][C:6]=2[CH:20]=1)=[CH2:22]. The yield is 0.870. (6) The reactants are [CH:1]([CH:3](Cl)[C:4]([O-:6])=[O:5])=O.[C:8]([NH2:16])(=[S:15])[C:9]1[CH:14]=[CH:13][CH:12]=[CH:11][CH:10]=1.[CH3:17][CH2:18]O. No catalyst specified. The product is [C:9]1([C:8]2[S:15][C:3]([C:4]([O:6][CH2:17][CH3:18])=[O:5])=[CH:1][N:16]=2)[CH:14]=[CH:13][CH:12]=[CH:11][CH:10]=1. The yield is 0.150. (7) The reactants are C1(O)C=CC=CC=1.C1(S)C=CC=CC=1.C[O:16][C:17]1[CH:22]=[C:21]([N:23]2[CH:27]=[CH:26][CH:25]=[N:24]2)[CH:20]=[CH:19][C:18]=1[C:28]1[N:29]=[N:30][C:31]([O:34][CH:35]2[CH2:39][CH2:38][NH:37][CH2:36]2)=[CH:32][CH:33]=1.C([O-])([O-])=O.[K+].[K+]. The catalyst is CN1C(=O)CCC1. The product is [N:23]1([C:21]2[CH:20]=[CH:19][C:18]([C:28]3[N:29]=[N:30][C:31]([O:34][CH:35]4[CH2:39][CH2:38][NH:37][CH2:36]4)=[CH:32][CH:33]=3)=[C:17]([OH:16])[CH:22]=2)[CH:27]=[CH:26][CH:25]=[N:24]1. The yield is 0.680.